The task is: Predict which catalyst facilitates the given reaction.. This data is from Catalyst prediction with 721,799 reactions and 888 catalyst types from USPTO. Reactant: [C:1]([O:5][C:6]([N:8]1[CH2:13][CH2:12][CH:11]([O:14][CH2:15][C:16]([OH:18])=O)[CH2:10][CH2:9]1)=[O:7])([CH3:4])([CH3:3])[CH3:2].CC[N:21](CC)CC.C(OC(Cl)=O)C(C)C.N. The catalyst class is: 76. Product: [C:1]([O:5][C:6]([N:8]1[CH2:13][CH2:12][CH:11]([O:14][CH2:15][C:16](=[O:18])[NH2:21])[CH2:10][CH2:9]1)=[O:7])([CH3:4])([CH3:3])[CH3:2].